Dataset: Full USPTO retrosynthesis dataset with 1.9M reactions from patents (1976-2016). Task: Predict the reactants needed to synthesize the given product. (1) Given the product [NH2:11][C:10]1[CH:9]=[CH:8][C:5]([C:6]#[N:7])=[CH:4][C:3]=1[NH:19][CH:14]1[CH2:18][CH2:17][CH2:16][CH2:15]1, predict the reactants needed to synthesize it. The reactants are: CO[C:3]1[CH:4]=[C:5]([CH:8]=[CH:9][C:10]=1[N+:11]([O-])=O)[C:6]#[N:7].[CH:14]1([NH2:19])[CH2:18][CH2:17][CH2:16][CH2:15]1. (2) Given the product [Cl:1][C:2]1[C:3]([NH:20][C:21]2[N:26]=[C:25]([NH:27][CH2:28][CH3:29])[C:24]3=[N:30][CH:31]=[C:32]([C:33]#[N:34])[N:23]3[N:22]=2)=[CH:4][C:5]([C:18]#[N:19])=[CH:6][C:7]=1[N:8]1[CH2:17][CH2:16][C@@H:15]2[C@H:10]([O:11][CH2:12][CH2:13][N:14]2[C:44]([O:45][CH3:46])=[O:47])[CH2:9]1, predict the reactants needed to synthesize it. The reactants are: [Cl:1][C:2]1[C:7]([N:8]2[CH2:17][CH2:16][C@@H:15]3[C@H:10]([O:11][CH2:12][CH2:13][NH:14]3)[CH2:9]2)=[CH:6][C:5]([C:18]#[N:19])=[CH:4][C:3]=1[NH:20][C:21]1[N:26]=[C:25]([NH:27][CH2:28][CH3:29])[C:24]2=[N:30][CH:31]=[C:32]([C:33]#[N:34])[N:23]2[N:22]=1.CCN(C(C)C)C(C)C.[C:44](Cl)(=[O:47])[O:45][CH3:46]. (3) Given the product [Br:1][C:2]1[CH2:6][CH2:5][CH2:4][C:3]=1[C:7]1[CH:12]=[C:11]([F:19])[CH:10]=[CH:9][C:8]=1[O:17][CH3:18], predict the reactants needed to synthesize it. The reactants are: [Br:1][C:2]1[CH2:6][CH2:5][CH2:4][C:3]=1[C:7]1[CH:12]=[C:11](C(F)(F)F)[CH:10]=[CH:9][C:8]=1[O:17][CH3:18].[F:19]C1C=CC(OC)=C(B(O)O)C=1. (4) Given the product [CH:20]1([CH2:19][CH2:18][CH2:17][C@@H:8]([C:6]2[O:5][N:4]=[C:3]([CH2:2][NH:1][C:28]([NH:30][CH3:31])=[O:29])[N:7]=2)[CH2:9][C:10]([O:12][C:13]([CH3:15])([CH3:16])[CH3:14])=[O:11])[CH2:21][CH2:22][CH2:23][CH2:24][CH2:25]1, predict the reactants needed to synthesize it. The reactants are: [NH2:1][CH2:2][C:3]1[N:7]=[C:6]([C@H:8]([CH2:17][CH2:18][CH2:19][CH:20]2[CH2:25][CH2:24][CH2:23][CH2:22][CH2:21]2)[CH2:9][C:10]([O:12][C:13]([CH3:16])([CH3:15])[CH3:14])=[O:11])[O:5][N:4]=1.C1[C:31](=O)[N:30](OC(O[N:30]2[C:31](=O)CC[C:28]2=[O:29])=O)[C:28](=[O:29])C1. (5) Given the product [CH:20]([O:19][C:16]1[CH:17]=[CH:18][C:13]([O:12][C:8]2[CH:9]=[C:10]([CH3:11])[C:5]([C:3]3[N:24]=[C:25]([NH2:27])[S:26][CH:2]=3)=[C:6]([CH3:23])[CH:7]=2)=[CH:14][CH:15]=1)([CH3:22])[CH3:21], predict the reactants needed to synthesize it. The reactants are: Br[CH2:2][C:3]([C:5]1[C:10]([CH3:11])=[CH:9][C:8]([O:12][C:13]2[CH:18]=[CH:17][C:16]([O:19][CH:20]([CH3:22])[CH3:21])=[CH:15][CH:14]=2)=[CH:7][C:6]=1[CH3:23])=O.[NH2:24][C:25]([NH2:27])=[S:26]. (6) Given the product [CH2:1]([O:13][CH2:14][CH:15]1[CH2:31][CH:29]([OH:30])[CH:28]([OH:24])[CH2:19]1)[CH2:2][CH2:3][CH2:4][CH2:5][CH2:6][CH2:7][CH2:8][CH2:9][CH2:10][CH2:11][CH3:12], predict the reactants needed to synthesize it. The reactants are: [CH2:1]([O:13][CH2:14][CH:15]1[CH2:19]C=CC1)[CH2:2][CH2:3][CH2:4][CH2:5][CH2:6][CH2:7][CH2:8][CH2:9][CH2:10][CH2:11][CH3:12].C[N+]1([O-])CC[O:24]CC1.[CH3:28][C:29]([CH3:31])=[O:30].